From a dataset of Full USPTO retrosynthesis dataset with 1.9M reactions from patents (1976-2016). Predict the reactants needed to synthesize the given product. (1) Given the product [CH:27]1([N:19]2[CH2:20][CH:21]([CH3:26])[C:22](=[O:25])[N:23]([CH3:24])[C:17]3[CH:16]=[N:15][C:14]([N:12]([CH3:13])[C:9]4[CH:10]=[CH:11][C:6]([C:5]([OH:36])=[O:4])=[CH:7][C:8]=4[O:34][CH3:35])=[N:33][C:18]2=3)[CH2:28][CH2:29][CH2:30][CH2:31][CH2:32]1, predict the reactants needed to synthesize it. The reactants are: [OH-].[Na+].C[O:4][C:5](=[O:36])[C:6]1[CH:11]=[CH:10][C:9]([N:12]([C:14]2[N:15]=[CH:16][C:17]3[N:23]([CH3:24])[C:22](=[O:25])[CH:21]([CH3:26])[CH2:20][N:19]([CH:27]4[CH2:32][CH2:31][CH2:30][CH2:29][CH2:28]4)[C:18]=3[N:33]=2)[CH3:13])=[C:8]([O:34][CH3:35])[CH:7]=1.O1CCCC1. (2) Given the product [Cl:3][CH2:4][C:5]1([CH3:11])[O:9][C:8](=[O:10])[N:7]([CH2:18][C:17]2[CH:20]=[CH:21][C:14]([O:13][CH3:12])=[CH:15][CH:16]=2)[CH2:6]1, predict the reactants needed to synthesize it. The reactants are: [H-].[Na+].[Cl:3][CH2:4][C:5]1([CH3:11])[O:9][C:8](=[O:10])[NH:7][CH2:6]1.[CH3:12][O:13][C:14]1[CH:21]=[CH:20][C:17]([CH2:18]Cl)=[CH:16][CH:15]=1.